This data is from Forward reaction prediction with 1.9M reactions from USPTO patents (1976-2016). The task is: Predict the product of the given reaction. Given the reactants [CH3:1][C:2]1[N:6]([CH:7]2[CH2:12][CH2:11][O:10][CH2:9][CH2:8]2)[C:5]2[CH:13]=[CH:14][C:15]([C:17]([OH:19])=O)=[CH:16][C:4]=2[N:3]=1.[NH2:20][C:21]1[CH:26]=[CH:25][CH:24]=[CH:23][C:22]=1O.N, predict the reaction product. The product is: [O:19]1[C:22]2[CH:23]=[CH:24][CH:25]=[CH:26][C:21]=2[N:20]=[C:17]1[C:15]1[CH:14]=[CH:13][C:5]2[N:6]([CH:7]3[CH2:8][CH2:9][O:10][CH2:11][CH2:12]3)[C:2]([CH3:1])=[N:3][C:4]=2[CH:16]=1.